Dataset: Full USPTO retrosynthesis dataset with 1.9M reactions from patents (1976-2016). Task: Predict the reactants needed to synthesize the given product. The reactants are: Br[C:2]1[CH:3]=[CH:4][C:5](I)=[N:6][CH:7]=1.C([Mg]Cl)(C)C.[C:14]1(=[O:18])[CH2:17][CH2:16][CH2:15]1.C([Li])CCC.[CH2:24]([Sn:28](Cl)([CH2:33][CH2:34][CH2:35][CH3:36])[CH2:29][CH2:30][CH2:31][CH3:32])[CH2:25][CH2:26][CH3:27]. Given the product [CH2:33]([Sn:28]([CH2:24][CH2:25][CH2:26][CH3:27])([CH2:29][CH2:30][CH2:31][CH3:32])[C:2]1[CH:3]=[CH:4][C:5]([C:14]2([OH:18])[CH2:17][CH2:16][CH2:15]2)=[N:6][CH:7]=1)[CH2:34][CH2:35][CH3:36], predict the reactants needed to synthesize it.